Dataset: Forward reaction prediction with 1.9M reactions from USPTO patents (1976-2016). Task: Predict the product of the given reaction. (1) Given the reactants [CH:1]1[C:14]2[C:5](=[N:6][C:7]3[C:12]([C:13]=2[NH:15][S:16]([C:19]2[C:24]([CH3:25])=[CH:23][C:22]([CH3:26])=[CH:21][C:20]=2[CH3:27])(=[O:18])=[O:17])=[CH:11][CH:10]=[CH:9][CH:8]=3)[CH:4]=[CH:3][CH:2]=1.[H-].[Na+].[Br:30][CH2:31][CH2:32][CH2:33][CH2:34][CH2:35]Br, predict the reaction product. The product is: [CH:1]1[C:14]2[C:5](=[N:6][C:7]3[C:12]([C:13]=2[N:15]([CH2:35][CH2:34][CH2:33][CH2:32][CH2:31][Br:30])[S:16]([C:19]2[C:20]([CH3:27])=[CH:21][C:22]([CH3:26])=[CH:23][C:24]=2[CH3:25])(=[O:17])=[O:18])=[CH:11][CH:10]=[CH:9][CH:8]=3)[CH:4]=[CH:3][CH:2]=1. (2) Given the reactants [CH3:1][O:2][CH:3]1[CH2:21][C:6]2[NH:7][C:8]([C:10]3[C:11]([CH3:20])=[CH:12][C:13]([CH3:19])=[C:14]([CH:18]=3)[C:15](O)=[O:16])=[N:9][C:5]=2[CH2:4]1.Cl.[NH:23]1[CH2:28][CH2:27][CH:26]([C:29]2[CH:36]=[CH:35][C:32]([C:33]#[N:34])=[CH:31][CH:30]=2)[CH2:25][CH2:24]1.CCN=C=NCCCN(C)C.Cl, predict the reaction product. The product is: [CH3:1][O:2][CH:3]1[CH2:4][C:5]2[NH:9][C:8]([C:10]3[C:11]([CH3:20])=[CH:12][C:13]([CH3:19])=[C:14]([CH:18]=3)[C:15]([N:23]3[CH2:28][CH2:27][CH:26]([C:29]4[CH:36]=[CH:35][C:32]([C:33]#[N:34])=[CH:31][CH:30]=4)[CH2:25][CH2:24]3)=[O:16])=[N:7][C:6]=2[CH2:21]1. (3) Given the reactants C([O:3][C:4]([C:6]1[C:7]([C:19]2[CH:24]=[CH:23][CH:22]=[CH:21][C:20]=2[F:25])=[N:8][C:9]([N:13]2[CH2:18][CH2:17][O:16][CH2:15][CH2:14]2)=[N:10][C:11]=1[CH3:12])=[O:5])C.[OH-].[Na+], predict the reaction product. The product is: [F:25][C:20]1[CH:21]=[CH:22][CH:23]=[CH:24][C:19]=1[C:7]1[C:6]([C:4]([OH:5])=[O:3])=[C:11]([CH3:12])[N:10]=[C:9]([N:13]2[CH2:18][CH2:17][O:16][CH2:15][CH2:14]2)[N:8]=1. (4) Given the reactants [CH2:1]1[CH2:12][C:11]2[C:6](=[CH:7][CH:8]=[CH:9][CH:10]=2)[C:4](=[O:5])[CH2:3][CH2:2]1.[N+:13]([O-])([O-:15])=[O:14].[K+], predict the reaction product. The product is: [N+:13]([C:8]1[CH:9]=[CH:10][C:11]2[CH2:12][CH2:1][CH2:2][CH2:3][C:4](=[O:5])[C:6]=2[CH:7]=1)([O-:15])=[O:14].